This data is from Full USPTO retrosynthesis dataset with 1.9M reactions from patents (1976-2016). The task is: Predict the reactants needed to synthesize the given product. (1) Given the product [Br:1][C:2]1[CH:3]=[C:4](/[C:9](/[F:13])=[CH:10]/[C:11]([OH:19])=[O:12])[CH:5]=[CH:6][C:7]=1[F:8], predict the reactants needed to synthesize it. The reactants are: [Br:1][C:2]1[CH:3]=[C:4](/[C:9](/[F:13])=[CH:10]/[CH:11]=[O:12])[CH:5]=[CH:6][C:7]=1[F:8].CC(=CC)C.[O-:19]Cl=O.[Na+]. (2) Given the product [N+:1]([C:4]1[N:5]=[C:6]2[N:11]([CH:12]=1)[CH2:10][CH2:9][C@H:8]([CH2:13][O:14][C:15]1[CH:20]=[CH:19][C:18]([N:21]3[CH2:22][CH2:23][CH:24]([NH:42][C:39]4[CH:40]=[CH:41][C:36]([O:35][C:34]5[CH:43]=[CH:44][C:31]([O:30][C:29]([F:28])([F:45])[F:46])=[CH:32][CH:33]=5)=[CH:37][CH:38]=4)[CH2:25][CH2:26]3)=[CH:17][CH:16]=1)[O:7]2)([O-:3])=[O:2], predict the reactants needed to synthesize it. The reactants are: [N+:1]([C:4]1[N:5]=[C:6]2[N:11]([CH:12]=1)[CH2:10][CH2:9][C@H:8]([CH2:13][O:14][C:15]1[CH:20]=[CH:19][C:18]([N:21]3[CH2:26][CH2:25][C:24](=O)[CH2:23][CH2:22]3)=[CH:17][CH:16]=1)[O:7]2)([O-:3])=[O:2].[F:28][C:29]([F:46])([F:45])[O:30][C:31]1[CH:44]=[CH:43][C:34]([O:35][C:36]2[CH:41]=[CH:40][C:39]([NH2:42])=[CH:38][CH:37]=2)=[CH:33][CH:32]=1.C(O[BH-](OC(=O)C)OC(=O)C)(=O)C.[Na+].C(O)(=O)C. (3) Given the product [CH3:1][C:2]1[C:7]2[N:8]=[N:9][N:10]([CH2:13][C:14]([NH:25][C@H:23]([C:20]3[CH:21]=[CH:22][C:17]([CH3:26])=[CH:18][CH:19]=3)[CH3:24])=[O:16])[C:11](=[O:12])[C:6]=2[CH:5]=[CH:4][CH:3]=1, predict the reactants needed to synthesize it. The reactants are: [CH3:1][C:2]1[C:7]2[N:8]=[N:9][N:10]([CH2:13][C:14]([OH:16])=O)[C:11](=[O:12])[C:6]=2[CH:5]=[CH:4][CH:3]=1.[C:17]1([CH3:26])[CH:22]=[CH:21][C:20]([C@@H:23]([NH2:25])[CH3:24])=[CH:19][CH:18]=1.